This data is from Full USPTO retrosynthesis dataset with 1.9M reactions from patents (1976-2016). The task is: Predict the reactants needed to synthesize the given product. (1) Given the product [F:1][C:2]([F:14])([F:15])[C:3]1[CH:4]=[C:5]([NH:6][C:28](=[O:29])[CH2:27][CH:25]2[CH2:26][N:23]([C:21]([O:20][C:16]([CH3:18])([CH3:17])[CH3:19])=[O:22])[CH2:24]2)[CH:7]=[C:8]([C:10]([F:11])([F:12])[F:13])[CH:9]=1, predict the reactants needed to synthesize it. The reactants are: [F:1][C:2]([F:15])([F:14])[C:3]1[CH:4]=[C:5]([CH:7]=[C:8]([C:10]([F:13])([F:12])[F:11])[CH:9]=1)[NH2:6].[C:16]([O:20][C:21]([N:23]1[CH2:26][CH:25]([CH2:27][C:28](O)=[O:29])[CH2:24]1)=[O:22])([CH3:19])([CH3:18])[CH3:17].CCN(C(C)C)C(C)C.CN(C(ON1N=NC2C=CC=NC1=2)=[N+](C)C)C.F[P-](F)(F)(F)(F)F. (2) Given the product [C:1]([C:4]1[C:12]2[C:7](=[CH:8][CH:9]=[C:10]([C:13]([OH:15])=[O:14])[CH:11]=2)[N:6]([CH2:17][C:18]([N:39]2[CH2:40][C@H:41]([F:43])[CH2:42][C@H:38]2[C:36](=[O:37])[NH:35][C:31]2[C:30]([F:44])=[C:29]([C:24]3[CH:25]=[CH:26][CH:27]=[CH:28][C:23]=3[Cl:22])[CH:34]=[CH:33][CH:32]=2)=[O:20])[CH:5]=1)(=[O:3])[CH3:2], predict the reactants needed to synthesize it. The reactants are: [C:1]([C:4]1[C:12]2[C:7](=[CH:8][CH:9]=[C:10]([C:13]([O:15]C)=[O:14])[CH:11]=2)[N:6]([CH2:17][C:18]([OH:20])=O)[CH:5]=1)(=[O:3])[CH3:2].Cl.[Cl:22][C:23]1[CH:28]=[CH:27][CH:26]=[CH:25][C:24]=1[C:29]1[CH:34]=[CH:33][CH:32]=[C:31]([NH:35][C:36]([C@@H:38]2[CH2:42][C@@H:41]([F:43])[CH2:40][NH:39]2)=[O:37])[C:30]=1[F:44]. (3) Given the product [Br:10][CH2:11][CH2:12][O:9][C:3]1[C:2]([F:1])=[CH:7][CH:6]=[CH:5][C:4]=1[F:8], predict the reactants needed to synthesize it. The reactants are: [F:1][C:2]1[CH:7]=[CH:6][CH:5]=[C:4]([F:8])[C:3]=1[OH:9].[Br:10][CH2:11][CH2:12]Br.C(=O)([O-])[O-].[K+].[K+]. (4) Given the product [O:25]([C:32]1[CH:33]=[CH:34][C:35]([NH:36][C:2]2[C:11]3[C:6](=[CH:7][C:8]([I:12])=[CH:9][CH:10]=3)[N:5]=[CH:4][CH:3]=2)=[CH:37][CH:38]=1)[C:26]1[CH:31]=[CH:30][CH:29]=[CH:28][CH:27]=1, predict the reactants needed to synthesize it. The reactants are: Cl[C:2]1[C:11]2[C:6](=[CH:7][C:8]([I:12])=[CH:9][CH:10]=2)[N:5]=[CH:4][CH:3]=1.IC1C=C2C(C(N)=CC=N2)=CC=1.[O:25]([C:32]1[CH:38]=[CH:37][C:35]([NH2:36])=[CH:34][CH:33]=1)[C:26]1[CH:31]=[CH:30][CH:29]=[CH:28][CH:27]=1. (5) Given the product [Cl:1][C:2]1[CH:3]=[C:4]2[C:8](=[CH:9][CH:10]=1)[N:7]([C:11]1[N:15]([CH3:16])[N:14]=[C:13]([CH3:17])[C:12]=1[CH2:18][O:19][CH2:23][CH:24]([O:28][CH2:29][CH3:30])[O:25][CH2:26][CH3:27])[CH:6]=[CH:5]2, predict the reactants needed to synthesize it. The reactants are: [Cl:1][C:2]1[CH:3]=[C:4]2[C:8](=[CH:9][CH:10]=1)[N:7]([C:11]1[N:15]([CH3:16])[N:14]=[C:13]([CH3:17])[C:12]=1[CH2:18][OH:19])[CH:6]=[CH:5]2.[H-].[Na+].Br[CH2:23][CH:24]([O:28][CH2:29][CH3:30])[O:25][CH2:26][CH3:27].O. (6) The reactants are: [CH3:1][C:2]1[CH:3]=[C:4]([NH:9][N:10]=[C:11]([C:18]2[CH:23]=[CH:22][CH:21]=[CH:20][CH:19]=2)[C:12]2[CH:17]=[CH:16][CH:15]=[CH:14][CH:13]=2)[CH:5]=[C:6]([CH3:8])[CH:7]=1.Br[C:25]1[CH:30]=[CH:29][C:28]([C:31]2[CH:36]=[CH:35][CH:34]=[CH:33][CH:32]=2)=[CH:27][CH:26]=1.CC([O-])(C)C.[Na+]. Given the product [CH3:8][C:6]1[CH:5]=[C:4]([N:9]([C:34]2[CH:35]=[CH:36][C:31]([C:28]3[CH:29]=[CH:30][CH:25]=[CH:26][CH:27]=3)=[CH:32][CH:33]=2)[N:10]=[C:11]([C:12]2[CH:17]=[CH:16][CH:15]=[CH:14][CH:13]=2)[C:18]2[CH:23]=[CH:22][CH:21]=[CH:20][CH:19]=2)[CH:3]=[C:2]([CH3:1])[CH:7]=1, predict the reactants needed to synthesize it. (7) Given the product [CH3:2][N:3]([CH2:5][C@H:6]([C:14]1([OH:20])[CH2:19][CH2:18][CH2:17][CH2:16][CH2:15]1)[C:7]1[CH:12]=[CH:11][C:10]([OH:13])=[CH:9][CH:8]=1)[CH3:4].[ClH:1].[CH3:4][N:3]([CH3:2])[CH2:5][CH:6]([C:14]1([OH:20])[CH2:15][CH2:16][CH2:17][CH2:18][CH2:19]1)[C:7]1[CH:12]=[CH:11][C:10]([OH:13])=[CH:9][CH:8]=1, predict the reactants needed to synthesize it. The reactants are: [ClH:1].[CH3:2][N:3]([CH2:5][C@H:6]([C:14]1([OH:20])[CH2:19][CH2:18][CH2:17][CH2:16][CH2:15]1)[C:7]1[CH:12]=[CH:11][C:10]([OH:13])=[CH:9][CH:8]=1)[CH3:4].CO.Cl.COC(C)(C)C. (8) Given the product [CH2:1]1[C:10]2[C:5](=[CH:6][CH:7]=[CH:8][CH:9]=2)[CH2:4][CH2:3][N:2]1[CH2:17][CH:16]([O:18][S:11](=[O:13])(=[O:12])[OH:14])[CH2:15][O:19][CH2:20][CH:21]([CH2:28][CH2:29][CH2:30][CH3:31])[CH2:22][CH2:23][CH2:24][CH2:25][CH2:26][CH3:27], predict the reactants needed to synthesize it. The reactants are: [CH:1]1[C:10]2[C:5](=[CH:6][CH:7]=[CH:8][CH:9]=2)[CH2:4][CH2:3][N:2]=1.[S:11](=[O:14])(=[O:13])=[O:12].[CH2:15]([O:19][CH2:20][CH:21]([CH2:28][CH2:29][CH2:30][CH3:31])[CH2:22][CH2:23][CH2:24][CH2:25][CH2:26][CH3:27])[CH:16]1[O:18][CH2:17]1. (9) Given the product [NH2:37][CH2:36][CH2:35][C:30]1[CH:31]=[CH:32][CH:33]=[CH:34][C:29]=1[C:3]1[C:2]([Br:1])=[C:6]([C@@H:7]2[C@:12]([C:14]3[CH:19]=[CH:18][C:17]([F:20])=[C:16]([F:21])[CH:15]=3)([OH:13])[CH2:11][CH2:10][N:9]([C:22]([O:24][C:25]([CH3:28])([CH3:27])[CH3:26])=[O:23])[CH2:8]2)[O:5][N:4]=1, predict the reactants needed to synthesize it. The reactants are: [Br:1][C:2]1[C:3]([C:29]2[CH:34]=[CH:33][CH:32]=[CH:31][C:30]=2[CH2:35][C:36]#[N:37])=[N:4][O:5][C:6]=1[C@@H:7]1[C@:12]([C:14]2[CH:19]=[CH:18][C:17]([F:20])=[C:16]([F:21])[CH:15]=2)([OH:13])[CH2:11][CH2:10][N:9]([C:22]([O:24][C:25]([CH3:28])([CH3:27])[CH3:26])=[O:23])[CH2:8]1.[OH-].[K+].